This data is from CYP2C9 inhibition data for predicting drug metabolism from PubChem BioAssay. The task is: Regression/Classification. Given a drug SMILES string, predict its absorption, distribution, metabolism, or excretion properties. Task type varies by dataset: regression for continuous measurements (e.g., permeability, clearance, half-life) or binary classification for categorical outcomes (e.g., BBB penetration, CYP inhibition). Dataset: cyp2c9_veith. (1) The molecule is NNc1nncn1N. The result is 0 (non-inhibitor). (2) The molecule is COc1cc(CNCc2cccs2)ccc1OCC(N)=O.Cl. The result is 0 (non-inhibitor). (3) The compound is CCCn1c(-c2ccccc2)nc2c(=O)n(C)c(=O)[nH]c21. The result is 1 (inhibitor).